This data is from Full USPTO retrosynthesis dataset with 1.9M reactions from patents (1976-2016). The task is: Predict the reactants needed to synthesize the given product. (1) Given the product [N:15]1([C:2]2[CH:7]=[CH:6][C:5]([C:8](=[O:10])[CH3:9])=[C:4]([C:11]([F:14])([F:13])[F:12])[CH:3]=2)[CH2:20][CH2:19][NH:18][CH2:17][CH2:16]1, predict the reactants needed to synthesize it. The reactants are: F[C:2]1[CH:7]=[CH:6][C:5]([C:8](=[O:10])[CH3:9])=[C:4]([C:11]([F:14])([F:13])[F:12])[CH:3]=1.[NH:15]1[CH2:20][CH2:19][NH:18][CH2:17][CH2:16]1. (2) Given the product [CH3:1][O:2][C:3]([C:5]1[O:6][C:7]2[NH:10][CH:11]=[CH:12][C:17](=[O:18])[C:8]=2[CH:9]=1)=[O:4], predict the reactants needed to synthesize it. The reactants are: [CH3:1][O:2][C:3]([C:5]1[O:6][C:7]([NH:10][CH:11]=[C:12]2[C:17](=[O:18])OC(C)(C)OC2=O)=[CH:8][CH:9]=1)=[O:4]. (3) Given the product [CH:3]([O:5][C:6]1[CH:11]=[CH:10][C:9]([C:12]2[C:16]([CH:17]=[O:18])=[CH:15][N:14]([CH2:26][CH2:27][O:28][CH3:29])[N:13]=2)=[CH:8][CH:7]=1)([CH3:2])[CH3:4], predict the reactants needed to synthesize it. The reactants are: Cl.[CH3:2][CH:3]([O:5][C:6]1[CH:11]=[CH:10][C:9]([C:12]2[C:16]([CH:17]=[O:18])=[CH:15][NH:14][N:13]=2)=[CH:8][CH:7]=1)[CH3:4].C([O-])([O-])=O.[K+].[K+].Br[CH2:26][CH2:27][O:28][CH3:29].O. (4) Given the product [F:1][C:2]1[CH:3]=[CH:4][C:5]([CH2:8][C:9]2[CH:18]=[C:17]3[C:12]([C:13]([OH:35])=[C:14]([C:30]([NH:39][CH2:38][CH2:36][OH:37])=[O:31])[C:15](=[O:29])[N:16]3[CH2:19][CH2:20][CH2:21][N:22]3[CH2:27][CH2:26][CH2:25][CH2:24][C:23]3=[O:28])=[N:11][CH:10]=2)=[CH:6][CH:7]=1, predict the reactants needed to synthesize it. The reactants are: [F:1][C:2]1[CH:7]=[CH:6][C:5]([CH2:8][C:9]2[CH:18]=[C:17]3[C:12]([C:13]([OH:35])=[C:14]([C:30](OCC)=[O:31])[C:15](=[O:29])[N:16]3[CH2:19][CH2:20][CH2:21][N:22]3[CH2:27][CH2:26][CH2:25][CH2:24][C:23]3=[O:28])=[N:11][CH:10]=2)=[CH:4][CH:3]=1.[CH2:36]([CH2:38][NH2:39])[OH:37]. (5) Given the product [NH2:28][C@@H:24]1[CH2:25][CH2:26][CH2:27][N:22]([C:7]2[CH:6]=[CH:5][C:4]([C:1]([NH2:2])=[O:3])=[C:9]([NH:10][C:11]3[CH:16]=[CH:15][C:14]([N:17]([CH2:20][CH3:21])[CH2:18][CH3:19])=[CH:13][CH:12]=3)[N:8]=2)[CH2:23]1, predict the reactants needed to synthesize it. The reactants are: [C:1]([C:4]1[CH:5]=[CH:6][C:7]([N:22]2[CH2:27][CH2:26][CH2:25][C@@H:24]([NH:28]C(=O)OC(C)(C)C)[CH2:23]2)=[N:8][C:9]=1[NH:10][C:11]1[CH:16]=[CH:15][C:14]([N:17]([CH2:20][CH3:21])[CH2:18][CH3:19])=[CH:13][CH:12]=1)(=[O:3])[NH2:2].C(O)(C(F)(F)F)=O. (6) Given the product [CH3:29][O:28][C:21]1[CH:22]=[C:23]([O:26][CH3:27])[CH:24]=[CH:25][C:20]=1[CH2:19][N:15]1[CH2:14][C:13]([CH2:30][N:4]2[CH:3]=[C:2]([I:1])[CH:6]=[N:5]2)([CH3:12])[CH2:17][C:16]1=[O:18], predict the reactants needed to synthesize it. The reactants are: [I:1][C:2]1[CH:3]=[N:4][NH:5][CH:6]=1.CS(O[CH2:12][C:13]1([CH3:30])[CH2:17][C:16](=[O:18])[N:15]([CH2:19][C:20]2[CH:25]=[CH:24][C:23]([O:26][CH3:27])=[CH:22][C:21]=2[O:28][CH3:29])[CH2:14]1)(=O)=O.C(=O)([O-])[O-].[Cs+].[Cs+].[I-].[K+]. (7) Given the product [C:10]([C:14]1[N:18]([CH2:19][CH:20]2[CH2:25][CH2:24][C:23]([F:26])([F:27])[CH2:22][CH2:21]2)[C:17]2[CH:28]=[CH:29][C:30]([S:32]([N:35]3[CH2:36][CH:37]([NH:39][C:6](=[O:9])[CH2:7][CH3:8])[CH2:38]3)(=[O:34])=[O:33])=[CH:31][C:16]=2[N:15]=1)([CH3:13])([CH3:11])[CH3:12], predict the reactants needed to synthesize it. The reactants are: [C:6](O[C:6](=[O:9])[CH2:7][CH3:8])(=[O:9])[CH2:7][CH3:8].[C:10]([C:14]1[N:18]([CH2:19][CH:20]2[CH2:25][CH2:24][C:23]([F:27])([F:26])[CH2:22][CH2:21]2)[C:17]2[CH:28]=[CH:29][C:30]([S:32]([N:35]3[CH2:38][CH:37]([NH2:39])[CH2:36]3)(=[O:34])=[O:33])=[CH:31][C:16]=2[N:15]=1)([CH3:13])([CH3:12])[CH3:11].CCN(C(C)C)C(C)C.